This data is from Reaction yield outcomes from USPTO patents with 853,638 reactions. The task is: Predict the reaction yield, written as a fraction of the theoretical maximum amount of product (1.0 means a 100% yield; for example, 0.34 means a 34% yield). The reactants are [C:1]([O:5][C:6]([N:8]([C:26]([O:28][C:29]([CH3:32])([CH3:31])[CH3:30])=[O:27])[C:9]1[C:17]2[C:12](=[CH:13][C:14](Br)=[CH:15][CH:16]=2)[N:11]([C:19]([O:21][C:22]([CH3:25])([CH3:24])[CH3:23])=[O:20])[N:10]=1)=[O:7])([CH3:4])([CH3:3])[CH3:2].[B:33]1([B:33]2[O:37][C:36]([CH3:39])([CH3:38])[C:35]([CH3:41])([CH3:40])[O:34]2)[O:37][C:36]([CH3:39])([CH3:38])[C:35]([CH3:41])([CH3:40])[O:34]1.C([O-])(=O)C.[K+]. The catalyst is O1CCCC1.C(OCC)(=O)C. The product is [C:1]([O:5][C:6]([N:8]([C:26]([O:28][C:29]([CH3:32])([CH3:31])[CH3:30])=[O:27])[C:9]1[C:17]2[C:12](=[CH:13][C:14]([B:33]3[O:37][C:36]([CH3:39])([CH3:38])[C:35]([CH3:41])([CH3:40])[O:34]3)=[CH:15][CH:16]=2)[N:11]([C:19]([O:21][C:22]([CH3:25])([CH3:24])[CH3:23])=[O:20])[N:10]=1)=[O:7])([CH3:4])([CH3:3])[CH3:2]. The yield is 0.940.